From a dataset of Full USPTO retrosynthesis dataset with 1.9M reactions from patents (1976-2016). Predict the reactants needed to synthesize the given product. Given the product [CH3:19][C:16]1[CH:17]=[CH:18][C:13]2[N:14]([C:10]([CH2:9][C:8](=[O:27])[CH3:28])=[C:11]([C:20]3[CH:25]=[CH:24][C:23]([CH3:26])=[CH:22][CH:21]=3)[N:12]=2)[CH:15]=1, predict the reactants needed to synthesize it. The reactants are: N1C=CC=CC=1S[C:8](=[O:27])[CH2:9][C:10]1[N:14]2[CH:15]=[C:16]([CH3:19])[CH:17]=[CH:18][C:13]2=[N:12][C:11]=1[C:20]1[CH:25]=[CH:24][C:23]([CH3:26])=[CH:22][CH:21]=1.[CH3:28][Mg]Br.